This data is from Reaction yield outcomes from USPTO patents with 853,638 reactions. The task is: Predict the reaction yield, written as a fraction of the theoretical maximum amount of product (1.0 means a 100% yield; for example, 0.34 means a 34% yield). (1) The reactants are [CH3:1][C:2]1[O:6][N:5]=[C:4]([C:7]2[CH:12]=[CH:11][CH:10]=[CH:9][CH:8]=2)[C:3]=1[C:13]([OH:15])=O.S(Cl)([Cl:18])=O. No catalyst specified. The product is [CH3:1][C:2]1[O:6][N:5]=[C:4]([C:7]2[CH:12]=[CH:11][CH:10]=[CH:9][CH:8]=2)[C:3]=1[C:13]([Cl:18])=[O:15]. The yield is 0.930. (2) The reactants are [Cl:1][C:2]1[CH:11]=[CH:10][C:5]([C:6]([O:8]C)=O)=[CH:4][N:3]=1.C[Si](C)(C)[C:14]([F:17])([F:16])[F:15].Cl.C(OCC)(=O)C. The catalyst is COCCOC.O.C1C=CC=CC=1.[F-].[Cs+].O.C1C=CC=CC=1. The product is [Cl:1][C:2]1[N:3]=[CH:4][C:5]([C:6](=[O:8])[C:14]([F:17])([F:16])[F:15])=[CH:10][CH:11]=1. The yield is 0.933. (3) The reactants are [Br:1][C:2]1[CH:3]=[N:4][C:5]([NH2:8])=[N:6][CH:7]=1.N1C(C)=CC=CC=1C.[C:17](Cl)(=[O:19])[CH3:18]. The catalyst is C(Cl)Cl. The product is [Br:1][C:2]1[CH:3]=[N:4][C:5]([NH:8][C:17](=[O:19])[CH3:18])=[N:6][CH:7]=1. The yield is 0.700. (4) The reactants are [CH2:1]([N:4]1[CH2:13][CH2:12][C:11]2[C:6](=[CH:7][CH:8]=[C:9](Br)[CH:10]=2)[C:5]1=[O:15])[CH:2]=[CH2:3].[I:16]C1C=C2C(=CC=1)C(=O)NCC2. No catalyst specified. The product is [CH2:1]([N:4]1[CH2:13][CH2:12][C:11]2[C:6](=[CH:7][CH:8]=[C:9]([I:16])[CH:10]=2)[C:5]1=[O:15])[CH:2]=[CH2:3]. The yield is 0.790.